Dataset: NCI-60 drug combinations with 297,098 pairs across 59 cell lines. Task: Regression. Given two drug SMILES strings and cell line genomic features, predict the synergy score measuring deviation from expected non-interaction effect. (1) Drug 1: C1=NC2=C(N1)C(=S)N=C(N2)N. Drug 2: C1CN(P(=O)(OC1)NCCCl)CCCl. Cell line: HOP-92. Synergy scores: CSS=12.8, Synergy_ZIP=-7.85, Synergy_Bliss=-2.96, Synergy_Loewe=-25.7, Synergy_HSA=-4.38. (2) Drug 1: C(=O)(N)NO. Drug 2: CC(C)(C#N)C1=CC(=CC(=C1)CN2C=NC=N2)C(C)(C)C#N. Cell line: PC-3. Synergy scores: CSS=-2.43, Synergy_ZIP=1.66, Synergy_Bliss=1.67, Synergy_Loewe=-2.64, Synergy_HSA=-2.12. (3) Drug 1: C1=C(C(=O)NC(=O)N1)F. Drug 2: CCC1(CC2CC(C3=C(CCN(C2)C1)C4=CC=CC=C4N3)(C5=C(C=C6C(=C5)C78CCN9C7C(C=CC9)(C(C(C8N6C=O)(C(=O)OC)O)OC(=O)C)CC)OC)C(=O)OC)O.OS(=O)(=O)O. Cell line: CCRF-CEM. Synergy scores: CSS=38.4, Synergy_ZIP=-5.82, Synergy_Bliss=2.63, Synergy_Loewe=-24.6, Synergy_HSA=0.802. (4) Drug 1: C1=CC(=CC=C1CCCC(=O)O)N(CCCl)CCCl. Drug 2: C(CCl)NC(=O)N(CCCl)N=O. Cell line: SF-539. Synergy scores: CSS=10.6, Synergy_ZIP=-2.78, Synergy_Bliss=-5.03, Synergy_Loewe=-11.6, Synergy_HSA=-4.64. (5) Drug 1: C1CCC(CC1)NC(=O)N(CCCl)N=O. Drug 2: CN(CC1=CN=C2C(=N1)C(=NC(=N2)N)N)C3=CC=C(C=C3)C(=O)NC(CCC(=O)O)C(=O)O. Cell line: OVCAR-5. Synergy scores: CSS=15.3, Synergy_ZIP=-0.704, Synergy_Bliss=1.55, Synergy_Loewe=-2.03, Synergy_HSA=-1.43.